This data is from Forward reaction prediction with 1.9M reactions from USPTO patents (1976-2016). The task is: Predict the product of the given reaction. (1) Given the reactants CS(Cl)(=O)=O.[CH2:6]([N:8]([C:14]1[CH:19]=[CH:18][CH:17]=[CH:16][CH:15]=1)[CH2:9][CH:10]([OH:13])[CH2:11]O)[CH3:7].C(N(CC)CC)C.C[O-].[Na+], predict the reaction product. The product is: [CH2:6]([N:8]([CH2:9][CH:10]1[CH2:11][O:13]1)[C:14]1[CH:19]=[CH:18][CH:17]=[CH:16][CH:15]=1)[CH3:7]. (2) Given the reactants C[O:2][C:3]([C:5]1[C:10]([S:11][C:12]2[CH:17]=[CH:16][C:15]([F:18])=[CH:14][CH:13]=2)=[N:9][CH:8]=[C:7]([S:19][C:20]2[NH:24][CH:23]=[N:22][N:21]=2)[N:6]=1)=[O:4].[OH-].[Na+].Cl, predict the reaction product. The product is: [F:18][C:15]1[CH:16]=[CH:17][C:12]([S:11][C:10]2[C:5]([C:3]([OH:4])=[O:2])=[N:6][C:7]([S:19][C:20]3[NH:24][CH:23]=[N:22][N:21]=3)=[CH:8][N:9]=2)=[CH:13][CH:14]=1. (3) Given the reactants [CH2:1]([OH:7])/[CH:2]=[CH:3]/[CH:4]=[CH:5][CH3:6].[C:8]1(=[O:14])[O:13][C:11](=[O:12])[CH2:10][CH2:9]1, predict the reaction product. The product is: [C:8]([OH:13])(=[O:14])[CH2:9][CH2:10][C:11]([OH:7])=[O:12].[CH2:1]([OH:7])/[CH:2]=[CH:3]/[CH:4]=[CH:5]/[CH3:6]. (4) Given the reactants [NH2:1][CH2:2][CH2:3][C:4]1[N:8]=[CH:7][NH:6][CH:5]=1.[CH:9](=O)[CH3:10].[OH-].[Na+], predict the reaction product. The product is: [CH3:9][CH:10]1[C:5]2[N:6]=[CH:7][NH:8][C:4]=2[CH2:3][CH2:2][NH:1]1. (5) Given the reactants F[C:2]1[CH:7]=[CH:6][CH:5]=[CH:4][C:3]=1[N+:8]([O-:10])=[O:9].CS(C)=O.C(=O)([O-])[O-].[K+].[K+].[NH2:21][C@@H:22]([CH3:25])[CH2:23][OH:24], predict the reaction product. The product is: [N+:8]([C:3]1[CH:4]=[CH:5][CH:6]=[CH:7][C:2]=1[NH:21][C@@H:22]([CH3:25])[CH2:23][OH:24])([O-:10])=[O:9].